This data is from Catalyst prediction with 721,799 reactions and 888 catalyst types from USPTO. The task is: Predict which catalyst facilitates the given reaction. (1) Reactant: F[C:2]1[C:3]([F:13])=[CH:4][C:5]2[O:10][CH2:9][C:8](=[O:11])[NH:7][C:6]=2[CH:12]=1.[Cl:14][CH2:15][CH2:16][CH2:17]I.C([O-])([O-])=O.[Cs+].[Cs+]. Product: [Cl:14][CH2:15][CH2:16][CH2:17][N:7]1[C:6]2[CH:12]=[CH:2][C:3]([F:13])=[CH:4][C:5]=2[O:10][CH2:9][C:8]1=[O:11]. The catalyst class is: 23. (2) Reactant: [Br:1][C:2]1[CH:3]=[C:4]([NH:8][C:9]2[C:10]3[CH:18]=[C:17]([NH:19][CH2:20][CH2:21][CH2:22][N:23]4[CH2:28][CH2:27][O:26][CH2:25][CH2:24]4)[N:16]=[CH:15][C:11]=3[N:12]=[CH:13][N:14]=2)[CH:5]=[CH:6][CH:7]=1.CCN(CC)CC.[C:36](Cl)(=[O:39])[CH:37]=[CH2:38]. Product: [Br:1][C:2]1[CH:3]=[C:4]([NH:8][C:9]2[C:10]3[CH:18]=[C:17]([N:19]([CH2:20][CH2:21][CH2:22][N:23]4[CH2:28][CH2:27][O:26][CH2:25][CH2:24]4)[C:36](=[O:39])[CH:37]=[CH2:38])[N:16]=[CH:15][C:11]=3[N:12]=[CH:13][N:14]=2)[CH:5]=[CH:6][CH:7]=1. The catalyst class is: 850. (3) Reactant: C[Al](C)C.[Cl:5][C:6]1[CH:13]=[CH:12][C:9]([CH2:10][NH2:11])=[CH:8][CH:7]=1.[OH:14][CH2:15][C:16]#[C:17][C:18]1[N:19]=[C:20]2[C:25](=[CH:26][CH:27]=1)[N:24]([CH3:28])[CH:23]=[C:22]([C:29](OCC)=[O:30])[C:21]2=[O:34]. Product: [Cl:5][C:6]1[CH:13]=[CH:12][C:9]([CH2:10][NH:11][C:29]([C:22]2[C:21](=[O:34])[C:20]3[C:25](=[CH:26][CH:27]=[C:18]([C:17]#[C:16][CH2:15][OH:14])[N:19]=3)[N:24]([CH3:28])[CH:23]=2)=[O:30])=[CH:8][CH:7]=1. The catalyst class is: 2. (4) Reactant: [CH:1]1([C:4]([NH:6][C:7]2[CH:12]=[C:11]([O:13][C:14]3[CH:19]=[CH:18][C:17]([NH:20]C(=O)OC(C)(C)C)=[C:16]([F:28])[CH:15]=3)[CH:10]=[CH:9][N:8]=2)=[O:5])[CH2:3][CH2:2]1.FC(F)(F)C(O)=O. Product: [NH2:20][C:17]1[CH:18]=[CH:19][C:14]([O:13][C:11]2[CH:10]=[CH:9][N:8]=[C:7]([NH:6][C:4]([CH:1]3[CH2:3][CH2:2]3)=[O:5])[CH:12]=2)=[CH:15][C:16]=1[F:28]. The catalyst class is: 2.